Dataset: Catalyst prediction with 721,799 reactions and 888 catalyst types from USPTO. Task: Predict which catalyst facilitates the given reaction. (1) Reactant: [CH2:1]([N:8]1[CH2:13][CH:12]=[C:11]([C:14]2[CH:19]=[CH:18][C:17]([Cl:20])=[C:16]([C:21]([F:24])([F:23])[F:22])[CH:15]=2)[CH2:10][CH2:9]1)[C:2]1[CH:7]=[CH:6][CH:5]=[CH:4][CH:3]=1.Cl. Product: [CH2:1]([N:8]1[CH2:9][CH2:10][CH:11]([C:14]2[CH:19]=[CH:18][C:17]([Cl:20])=[C:16]([C:21]([F:24])([F:22])[F:23])[CH:15]=2)[CH2:12][CH2:13]1)[C:2]1[CH:7]=[CH:6][CH:5]=[CH:4][CH:3]=1. The catalyst class is: 19. (2) Reactant: [NH2:1][C:2]1[C:3]2[C:10]([C:11]3[CH:12]=[C:13]4[C:17](=[CH:18][CH:19]=3)[N:16]([C:20](=[O:29])[CH2:21][C:22]3[CH:27]=[CH:26][CH:25]=[C:24]([CH3:28])[CH:23]=3)[CH2:15][CH2:14]4)=[CH:9][N:8]([CH:30]3[CH2:33][N:32](C(OC(C)(C)C)=O)[CH2:31]3)[C:4]=2[N:5]=[CH:6][N:7]=1.Cl.O1CCOCC1. Product: [NH:32]1[CH2:31][CH:30]([N:8]2[C:4]3[N:5]=[CH:6][N:7]=[C:2]([NH2:1])[C:3]=3[C:10]([C:11]3[CH:12]=[C:13]4[C:17](=[CH:18][CH:19]=3)[N:16]([C:20](=[O:29])[CH2:21][C:22]3[CH:27]=[CH:26][CH:25]=[C:24]([CH3:28])[CH:23]=3)[CH2:15][CH2:14]4)=[CH:9]2)[CH2:33]1. The catalyst class is: 655.